Dataset: Peptide-MHC class I binding affinity with 185,985 pairs from IEDB/IMGT. Task: Regression. Given a peptide amino acid sequence and an MHC pseudo amino acid sequence, predict their binding affinity value. This is MHC class I binding data. (1) The peptide sequence is YLQQNWWTL. The MHC is HLA-B57:01 with pseudo-sequence HLA-B57:01. The binding affinity (normalized) is 0.193. (2) The peptide sequence is YMKPGSSPL. The MHC is HLA-A68:02 with pseudo-sequence HLA-A68:02. The binding affinity (normalized) is 0.282. (3) The peptide sequence is TTENAAYQVL. The MHC is HLA-A02:02 with pseudo-sequence HLA-A02:02. The binding affinity (normalized) is 0.0481. (4) The peptide sequence is VTFFCVMTY. The MHC is BoLA-D18.4 with pseudo-sequence BoLA-D18.4. The binding affinity (normalized) is 0.0641.